Dataset: Full USPTO retrosynthesis dataset with 1.9M reactions from patents (1976-2016). Task: Predict the reactants needed to synthesize the given product. Given the product [CH3:1][C:2]1[CH:7]=[CH:6][C:5]([S:8]([O:11][CH2:12][CH:13]2[CH2:17][C:16]3[CH:18]=[C:19]([Cl:24])[CH:20]=[C:21]([OH:22])[C:15]=3[O:14]2)(=[O:9])=[O:10])=[CH:4][CH:3]=1, predict the reactants needed to synthesize it. The reactants are: [CH3:1][C:2]1[CH:7]=[CH:6][C:5]([S:8]([O:11][CH2:12][CH:13]2[CH2:17][C:16]3[CH:18]=[C:19]([Cl:24])[CH:20]=[C:21]([O:22]C)[C:15]=3[O:14]2)(=[O:10])=[O:9])=[CH:4][CH:3]=1.C(=O)([O-])[O-].[K+].[K+].